Dataset: Full USPTO retrosynthesis dataset with 1.9M reactions from patents (1976-2016). Task: Predict the reactants needed to synthesize the given product. (1) Given the product [C:15]1([NH:14][C:11]([C:1]2[C:10]3[C:5](=[CH:6][CH:7]=[CH:8][CH:9]=3)[CH:4]=[CH:3][CH:2]=2)=[O:12])[CH:20]=[CH:19][CH:18]=[CH:17][CH:16]=1, predict the reactants needed to synthesize it. The reactants are: [C:1]1([C:11](Cl)=[O:12])[C:10]2[C:5](=[CH:6][CH:7]=[CH:8][CH:9]=2)[CH:4]=[CH:3][CH:2]=1.[NH2:14][C:15]1[CH:20]=[CH:19][CH:18]=[CH:17][CH:16]=1.O.[OH-].[NH4+]. (2) Given the product [C:1]([O:5][C:6]1[CH:11]=[C:10]([Cl:12])[C:9]([O:13][C:14]2[CH:19]=[CH:18][C:17]([NH:20][C:27](=[O:28])[CH:26]([Cl:25])[CH3:30])=[C:16]([Br:21])[CH:15]=2)=[C:8]([Cl:22])[C:7]=1[CH2:23][CH3:24])(=[O:4])[CH2:2][CH3:3], predict the reactants needed to synthesize it. The reactants are: [C:1]([O:5][C:6]1[CH:11]=[C:10]([Cl:12])[C:9]([O:13][C:14]2[CH:19]=[CH:18][C:17]([NH2:20])=[C:16]([Br:21])[CH:15]=2)=[C:8]([Cl:22])[C:7]=1[CH2:23][CH3:24])(=[O:4])[CH2:2][CH3:3].[Cl:25][CH:26]([CH3:30])[C:27](Cl)=[O:28].